This data is from Tyrosyl-DNA phosphodiesterase HTS with 341,365 compounds. The task is: Binary Classification. Given a drug SMILES string, predict its activity (active/inactive) in a high-throughput screening assay against a specified biological target. (1) The drug is o1c2c(c(CC(=O)NCc3ccccc3)c1)ccc(c2C)C. The result is 0 (inactive). (2) The molecule is S(Cc1c(cccc1)C)c1nc(N)c(cn1)C#N. The result is 0 (inactive). (3) The drug is O(CCN(C(C)C)C)C(=O)/C=C\c1ccccc1. The result is 0 (inactive). (4) The molecule is Clc1c(Nc2ncnc3n4CCCCCc4nc23)cccc1. The result is 0 (inactive). (5) The drug is O(c1c(n2c(c(nc2)N)C(=O)c2ccccc2)cccc1)C. The result is 0 (inactive). (6) The drug is OC(C(=O)N\N=C1/CCCc2c1cccc2)c1ccccc1. The result is 0 (inactive). (7) The compound is Clc1c(CS(=O)Cc2oc(cc2)C(=O)NCc2ccc(OC)cc2)cccc1. The result is 0 (inactive). (8) The result is 0 (inactive). The compound is Clc1cc(O)c(C(OCc2cc(S(=O)(=O)N(C)C)ccc2)=O)cc1. (9) The drug is S(c1n(Cc2ccc(F)cc2)ccn1)CC(=O)Nc1cc2OCCOc2cc1. The result is 0 (inactive). (10) The molecule is o1c(NCCCN(C)C)c(nc1/C=C\c1ccccc1)C#N. The result is 0 (inactive).